Dataset: Reaction yield outcomes from USPTO patents with 853,638 reactions. Task: Predict the reaction yield, written as a fraction of the theoretical maximum amount of product (1.0 means a 100% yield; for example, 0.34 means a 34% yield). The reactants are [Li+].[BH4-].Cl[Si](C)(C)C.Cl.[NH2:9][C:10]([C:15]1[CH:20]=[CH:19][C:18]([F:21])=[CH:17][C:16]=1[F:22])([CH3:14])[C:11](O)=[O:12]. The catalyst is C1COCC1. The product is [NH2:9][C:10]([C:15]1[CH:20]=[CH:19][C:18]([F:21])=[CH:17][C:16]=1[F:22])([CH3:14])[CH2:11][OH:12]. The yield is 0.730.